Task: Predict which catalyst facilitates the given reaction.. Dataset: Catalyst prediction with 721,799 reactions and 888 catalyst types from USPTO (1) Reactant: [OH:1][CH:2]1[CH2:7][CH2:6][N:5]([C:8]([O:10][C:11]([CH3:14])([CH3:13])[CH3:12])=[O:9])[CH2:4][CH2:3]1.[H-].[Na+].[Br:17][C:18]1[CH:27]=[CH:26][C:21]2[N:22]=[C:23](Cl)[S:24][C:20]=2[CH:19]=1.CC#N. Product: [Br:17][C:18]1[CH:27]=[CH:26][C:21]2[N:22]=[C:23]([O:1][CH:2]3[CH2:3][CH2:4][N:5]([C:8]([O:10][C:11]([CH3:14])([CH3:13])[CH3:12])=[O:9])[CH2:6][CH2:7]3)[S:24][C:20]=2[CH:19]=1. The catalyst class is: 20. (2) Reactant: [Na].CO.[CH3:4][O:5][C:6](=[O:16])[CH2:7][S:8][CH2:9][CH2:10][CH2:11][C:12](OC)=[O:13]. Product: [O:13]=[C:12]1[CH2:11][CH2:10][CH2:9][S:8][CH:7]1[C:6]([O:5][CH3:4])=[O:16]. The catalyst class is: 11. (3) Reactant: [NH:1]1[CH:5]=[CH:4][C:3]([NH:6][C:7]([NH2:9])=[S:8])=[N:2]1.Cl[CH:11]([C:15](=O)[CH3:16])[C:12](=[O:14])[CH3:13]. Product: [CH3:16][C:15]1[N:9]=[C:7]([NH:6][C:3]2[CH:4]=[CH:5][NH:1][N:2]=2)[S:8][C:11]=1[C:12](=[O:14])[CH3:13]. The catalyst class is: 8. (4) Reactant: [N+:1]([C:4]1[CH:9]=[CH:8][CH:7]=[CH:6][C:5]=1[OH:10])([O-:3])=[O:2].[H-].[Na+].[CH2:13](Br)[CH:14]=[CH2:15]. Product: [CH2:15]([O:10][C:5]1[CH:6]=[CH:7][CH:8]=[CH:9][C:4]=1[N+:1]([O-:3])=[O:2])[CH:14]=[CH2:13]. The catalyst class is: 35.